This data is from Forward reaction prediction with 1.9M reactions from USPTO patents (1976-2016). The task is: Predict the product of the given reaction. (1) Given the reactants [NH:1]1[CH:8]=[CH:7][C:5](=[O:6])[NH:4][C:2]1=[O:3].[F:9][C:10](I)([F:12])[F:11].OO, predict the reaction product. The product is: [F:9][C:10]([F:12])([F:11])[C:7]1[C:5](=[O:6])[NH:4][C:2](=[O:3])[NH:1][CH:8]=1. (2) Given the reactants Br[CH2:2][C:3]1[CH:4]=[C:5]([CH:8]=[CH:9][C:10]=1[CH:11]1[C:16]2[C:17](=[O:20])[CH2:18][CH2:19][C:15]=2[N:14]([C:21]2[CH:26]=[CH:25][CH:24]=[C:23]([C:27]([F:30])([F:29])[F:28])[CH:22]=2)[C:13](=[O:31])[N:12]1[CH3:32])[C:6]#[N:7].C(=O)([O-])[O-].[K+].[K+].[C:39]([NH2:43])([CH3:42])([CH3:41])[CH3:40], predict the reaction product. The product is: [C:39]([NH:43][CH2:2][C:3]1[CH:4]=[C:5]([CH:8]=[CH:9][C:10]=1[C@@H:11]1[C:16]2[C:17](=[O:20])[CH2:18][CH2:19][C:15]=2[N:14]([C:21]2[CH:26]=[CH:25][CH:24]=[C:23]([C:27]([F:30])([F:29])[F:28])[CH:22]=2)[C:13](=[O:31])[N:12]1[CH3:32])[C:6]#[N:7])([CH3:42])([CH3:41])[CH3:40]. (3) Given the reactants [CH3:1][O:2][C:3]1[CH:22]=[CH:21][C:6]([CH2:7][N:8]2[C:12]3[N:13]=[CH:14][C:15]4[CH2:16][NH:17][CH2:18][CH2:19][C:20]=4[C:11]=3[CH:10]=[N:9]2)=[CH:5][CH:4]=1.[C:23]1([N:29]=[C:30]=[O:31])[CH:28]=[CH:27][CH:26]=[CH:25][CH:24]=1, predict the reaction product. The product is: [CH3:1][O:2][C:3]1[CH:4]=[CH:5][C:6]([CH2:7][N:8]2[C:12]3[N:13]=[CH:14][C:15]4[CH2:16][N:17]([C:30]([NH:29][C:23]5[CH:28]=[CH:27][CH:26]=[CH:25][CH:24]=5)=[O:31])[CH2:18][CH2:19][C:20]=4[C:11]=3[CH:10]=[N:9]2)=[CH:21][CH:22]=1. (4) Given the reactants [Cl:1][C:2]1[CH:3]=[C:4]2[C:9](=[CH:10][CH:11]=1)[N:8]=[CH:7][CH:6]=[CH:5]2.Cl, predict the reaction product. The product is: [Cl:1][C:2]1[CH:3]=[C:4]2[C:9](=[CH:10][CH:11]=1)[NH:8][CH2:7][CH2:6][CH2:5]2. (5) Given the reactants [CH:1]1([C:6]([OH:31])([CH2:21][C:22]2[O:23]C(C)(C)O[C:26](=[O:28])[CH:27]=2)[CH2:7][CH2:8][C:9]2[CH:14]=[CH:13][C:12]([C:15]([CH3:19])([CH3:18])[C:16]#[N:17])=[C:11]([F:20])[CH:10]=2)[CH2:5][CH2:4][CH2:3][CH2:2]1.C1(C(O)(CC2OC(C)(C)OC(=O)C=2)CCC2C=CC(C3(C#N)CC3)=C(F)C=2)CCCC1, predict the reaction product. The product is: [CH:1]1([C:6]2([CH2:7][CH2:8][C:9]3[CH:14]=[CH:13][C:12]([C:15]([CH3:19])([CH3:18])[C:16]#[N:17])=[C:11]([F:20])[CH:10]=3)[CH2:21][C:22](=[O:23])[CH2:27][C:26](=[O:28])[O:31]2)[CH2:2][CH2:3][CH2:4][CH2:5]1.